The task is: Predict the reaction yield, written as a fraction of the theoretical maximum amount of product (1.0 means a 100% yield; for example, 0.34 means a 34% yield).. This data is from Reaction yield outcomes from USPTO patents with 853,638 reactions. (1) The reactants are [F:1][C:2]1[CH:19]=[CH:18][CH:17]=[CH:16][C:3]=1[CH2:4][O:5][C:6]1[CH:11]=[CH:10][C:9]([N+:12]([O-:14])=[O:13])=[CH:8][C:7]=1I.[CH3:20][Si:21]([C:24]#[CH:25])([CH3:23])[CH3:22].C(N(CC)CC)C. The catalyst is C(#N)C.[Cu]I. The product is [F:1][C:2]1[CH:19]=[CH:18][CH:17]=[CH:16][C:3]=1[CH2:4][O:5][C:6]1[CH:11]=[CH:10][C:9]([N+:12]([O-:14])=[O:13])=[CH:8][C:7]=1[C:25]#[C:24][Si:21]([CH3:23])([CH3:22])[CH3:20]. The yield is 0.730. (2) The reactants are [F:1][C:2]1[CH:3]=[N:4][CH:5]=[CH:6][C:7]=1[C:8]1[C:9]([C:16]2[CH:17]=[N:18][CH:19]=[CH:20][CH:21]=2)=[N:10][C:11]([NH2:15])=[C:12]([NH2:14])[CH:13]=1.[N:22]([C:25]1[CH:26]=[N:27][CH:28]=[CH:29][CH:30]=1)=[C:23]=S.C(N=C=NC(C)C)(C)C. The catalyst is C(O)C. The product is [F:1][C:2]1[CH:3]=[N:4][CH:5]=[CH:6][C:7]=1[C:8]1[CH:13]=[C:12]2[N:14]=[C:23]([NH:22][C:25]3[CH:26]=[N:27][CH:28]=[CH:29][CH:30]=3)[NH:15][C:11]2=[N:10][C:9]=1[C:16]1[CH:17]=[N:18][CH:19]=[CH:20][CH:21]=1. The yield is 0.330.